From a dataset of Full USPTO retrosynthesis dataset with 1.9M reactions from patents (1976-2016). Predict the reactants needed to synthesize the given product. (1) The reactants are: [F:1][C:2]([F:38])([C:31]1[CH:36]=[CH:35][C:34]([CH3:37])=[CH:33][N:32]=1)[CH2:3][N:4]1[CH2:9][CH2:8][CH:7]([N:10]([CH3:30])[C:11]2[C:12]3[CH:19]=[CH:18][N:17](S(C4C=CC(C)=CC=4)(=O)=O)[C:13]=3[N:14]=[CH:15][N:16]=2)[CH2:6][CH2:5]1.[OH-].[Na+]. Given the product [F:38][C:2]([F:1])([C:31]1[CH:36]=[CH:35][C:34]([CH3:37])=[CH:33][N:32]=1)[CH2:3][N:4]1[CH2:9][CH2:8][CH:7]([N:10]([CH3:30])[C:11]2[C:12]3[CH:19]=[CH:18][NH:17][C:13]=3[N:14]=[CH:15][N:16]=2)[CH2:6][CH2:5]1, predict the reactants needed to synthesize it. (2) Given the product [Cl:38]/[C:30](/[C:32]1[CH:33]=[CH:34][N:35]=[CH:36][CH:37]=1)=[C:29](\[C:24]1[CH:25]=[CH:26][CH:27]=[C:28]2[C:23]=1[CH:22]=[N:21][NH:20]2)/[C:9]#[N:7], predict the reactants needed to synthesize it. The reactants are: P(Cl)(Cl)(Cl)=O.C[N:7]([CH:9]=O)C.C1(S([N:20]2[C:28]3[C:23](=[C:24]([CH2:29][C:30]([C:32]4[CH:37]=[CH:36][N:35]=[CH:34][CH:33]=4)=O)[CH:25]=[CH:26][CH:27]=3)[CH:22]=[N:21]2)(=O)=O)C=CC=CC=1.[ClH:38].NO. (3) Given the product [CH2:1]([O:8][C:9]1[C:10]([C:24]([O:26][CH3:27])=[O:25])=[N:11][N:12]2[C:17]([CH3:16])([C:18]([O:20][CH2:21][CH3:22])=[O:19])[CH2:33][N:34]([CH3:35])[C:36](=[O:37])[C:13]=12)[C:2]1[CH:7]=[CH:6][CH:5]=[CH:4][CH:3]=1, predict the reactants needed to synthesize it. The reactants are: [CH2:1]([O:8][C:9]1[C:10]([C:24]([O:26][CH3:27])=[O:25])=[N:11][N:12]2[CH:17]([C:18]([O:20][CH2:21][CH3:22])=[O:19])[CH2:16]NC(=O)[C:13]=12)[C:2]1[CH:7]=[CH:6][CH:5]=[CH:4][CH:3]=1.[H-].[Na+].IC.Cl.[CH3:33][N:34]([CH:36]=[O:37])[CH3:35]. (4) Given the product [C:19]1([NH:18][C:2]2[C:10]3[C:5](=[N:6][CH:7]=[CH:8][CH:9]=3)[NH:4][CH:3]=2)[CH:24]=[CH:23][CH:22]=[CH:21][CH:20]=1, predict the reactants needed to synthesize it. The reactants are: Br[C:2]1[C:10]2[C:5](=[N:6][CH:7]=[CH:8][CH:9]=2)[NH:4][CH:3]=1.S1(CCCC1)(=O)=O.[NH2:18][C:19]1[CH:24]=[CH:23][CH:22]=[CH:21][CH:20]=1. (5) Given the product [CH2:1]([C:8]1[O:9][C:10]2[CH:31]=[CH:30][CH:29]=[CH:28][C:11]=2[C:12]=1[C:13]1[CH:18]=[CH:17][C:16]([C:19]2[CH:20]=[C:21]([Br:27])[C:22]([O:26][CH:36]([CH2:35][CH2:34][CH2:33][CH3:32])[C:37]([OH:39])=[O:38])=[C:23]([Br:25])[CH:24]=2)=[CH:15][CH:14]=1)[C:2]1[CH:3]=[CH:4][CH:5]=[CH:6][CH:7]=1, predict the reactants needed to synthesize it. The reactants are: [CH2:1]([C:8]1[O:9][C:10]2[CH:31]=[CH:30][CH:29]=[CH:28][C:11]=2[C:12]=1[C:13]1[CH:18]=[CH:17][C:16]([C:19]2[CH:24]=[C:23]([Br:25])[C:22]([OH:26])=[C:21]([Br:27])[CH:20]=2)=[CH:15][CH:14]=1)[C:2]1[CH:7]=[CH:6][CH:5]=[CH:4][CH:3]=1.[CH3:32][CH2:33][CH2:34][CH2:35][CH:36](O)[C:37]([O:39]CC)=[O:38]. (6) Given the product [C:13]([S:16]([N:18]=[CH:2][CH2:3][CH2:4][CH2:5][CH2:6][C:7]([O:9][CH2:10][CH3:11])=[O:8])=[O:17])([CH3:15])([CH3:14])[CH3:12], predict the reactants needed to synthesize it. The reactants are: O=[CH:2][CH2:3][CH2:4][CH2:5][CH2:6][C:7]([O:9][CH2:10][CH3:11])=[O:8].[CH3:12][C:13]([S:16]([NH2:18])=[O:17])([CH3:15])[CH3:14]. (7) Given the product [C:1]([OH:5])(=[O:4])[CH:2]=[CH2:3].[NH2:16][C:17]([O:63][CH2:53][CH3:52])=[O:18], predict the reactants needed to synthesize it. The reactants are: [C:1]([O:5]CCO)(=[O:4])[CH:2]=[CH2:3].CC1C(N=C=O)=CC([N:16]=[C:17]=[O:18])=CC=1.C([O-])(=O)C.C([O-])(=O)C.C([Sn+2]CCCC)CCC.COC1C=CC(O)=CC=1.C([C:52]1C=C(C)C=C(C(C)(C)C)[C:53]=1[OH:63])(C)(C)C.